This data is from Full USPTO retrosynthesis dataset with 1.9M reactions from patents (1976-2016). The task is: Predict the reactants needed to synthesize the given product. (1) The reactants are: CS(C)=O.[OH:5][C:6]1[C:15]([CH3:16])=[CH:14][CH:13]=[C:12]2[C:7]=1[CH:8]=[CH:9][NH:10][C:11]2=[O:17].Cl[C:19]1[C:24]([C:25]2[CH:30]=[CH:29][N:28]=[C:27]([NH:31][CH3:32])[N:26]=2)=[CH:23][CH:22]=[CH:21][N:20]=1.C(=O)([O-])[O-].[Cs+].[Cs+]. Given the product [CH3:16][C:15]1[C:6]([O:5][C:19]2[C:24]([C:25]3[CH:30]=[CH:29][N:28]=[C:27]([NH:31][CH3:32])[N:26]=3)=[CH:23][CH:22]=[CH:21][N:20]=2)=[C:7]2[C:12](=[CH:13][CH:14]=1)[C:11](=[O:17])[NH:10][CH:9]=[CH:8]2, predict the reactants needed to synthesize it. (2) Given the product [Si:1]([O:8][CH:9]1[C:14]2([CH2:18][CH2:17][CH2:16][CH2:15]2)[CH2:13][CH:12]([C:19]2[C:23]([CH2:24][N:25]([CH3:37])[CH2:26][CH2:27][N:28]([CH3:36])[C:29](=[O:35])[O:30][C:31]([CH3:32])([CH3:33])[CH3:34])=[CH:22][N:21]([CH:38]3[CH2:43][CH2:42][CH2:41][CH2:40][O:39]3)[N:20]=2)[CH2:11][CH2:10]1)([C:4]([CH3:5])([CH3:6])[CH3:7])([CH3:3])[CH3:2], predict the reactants needed to synthesize it. The reactants are: [Si:1]([O:8][CH:9]1[C:14]2([CH2:18][CH2:17][CH2:16][CH2:15]2)[CH2:13][C:12]([C:19]2[C:23]([CH2:24][N:25]([CH3:37])[CH2:26][CH2:27][N:28]([CH3:36])[C:29](=[O:35])[O:30][C:31]([CH3:34])([CH3:33])[CH3:32])=[CH:22][N:21]([CH:38]3[CH2:43][CH2:42][CH2:41][CH2:40][O:39]3)[N:20]=2)=[CH:11][CH2:10]1)([C:4]([CH3:7])([CH3:6])[CH3:5])([CH3:3])[CH3:2]. (3) Given the product [Si:1]([O:8][CH:9]([C:12]1[CH:13]=[C:14]2[C:19](=[CH:20][CH:21]=1)[NH:18][C:17](=[O:22])[CH2:16][CH2:15]2)[CH2:10][N:36]1[CH2:37][CH2:38][C:33]([OH:32])([C:39]2[S:40][CH:41]=[CH:42][CH:43]=2)[CH2:34][CH2:35]1)([C:4]([CH3:7])([CH3:6])[CH3:5])([CH3:3])[CH3:2], predict the reactants needed to synthesize it. The reactants are: [Si:1]([O:8][CH:9]([C:12]1[CH:13]=[C:14]2[C:19](=[CH:20][CH:21]=1)[NH:18][C:17](=[O:22])[CH2:16][CH2:15]2)[CH2:10]Cl)([C:4]([CH3:7])([CH3:6])[CH3:5])([CH3:3])[CH3:2].C(N(CC)CC)C.[I-].[Na+].[OH:32][C:33]1([C:39]2[S:40][CH:41]=[CH:42][CH:43]=2)[CH2:38][CH2:37][NH:36][CH2:35][CH2:34]1.C(=O)([O-])O.[Na+]. (4) The reactants are: [CH2:1]([C:3]1([CH2:25][CH3:26])[C:7](=[O:8])[O:6][CH:5]([CH2:9][CH2:10][N:11]2[CH2:16][CH2:15][N:14]([C:17]3[CH:24]=[CH:23][CH:22]=[CH:21][C:18]=3C#N)[CH2:13][CH2:12]2)[CH2:4]1)[CH3:2].[CH3:27][O:28]C1C=CC=CC=1N1CCNCC1.N1(C2C=CC=CC=2C#N)CCNCC1. Given the product [CH2:25]([C:3]1([CH2:1][CH3:2])[CH2:4][CH:5]([CH2:9][CH2:10][N:11]2[CH2:16][CH2:15][N:14]([C:17]3[CH:24]=[CH:23][CH:22]=[CH:21][C:18]=3[O:28][CH3:27])[CH2:13][CH2:12]2)[O:6][C:7]1=[O:8])[CH3:26], predict the reactants needed to synthesize it. (5) Given the product [CH:5]([NH:8][C:27](=[O:28])[C:26]1[CH:30]=[CH:31][C:23]([CH2:22][CH2:21][C:11]2[C:12]([C:15]3[CH:20]=[CH:19][CH:18]=[CH:17][CH:16]=3)=[N:13][O:14][C:10]=2[CH3:9])=[N:24][CH:25]=1)([CH3:7])[CH3:6], predict the reactants needed to synthesize it. The reactants are: C[Al](C)C.[CH:5]([NH2:8])([CH3:7])[CH3:6].[CH3:9][C:10]1[O:14][N:13]=[C:12]([C:15]2[CH:20]=[CH:19][CH:18]=[CH:17][CH:16]=2)[C:11]=1[CH2:21][CH2:22][C:23]1[CH:31]=[CH:30][C:26]([C:27](O)=[O:28])=[CH:25][N:24]=1.